Dataset: Full USPTO retrosynthesis dataset with 1.9M reactions from patents (1976-2016). Task: Predict the reactants needed to synthesize the given product. (1) Given the product [CH2:40]([O:39][P:38]([CH2:37][C:36]1[CH:46]=[CH:47][C:33]([NH:32][C:24]2[N:23]=[C:22]([NH:21][C:13]3[CH:12]=[CH:11][C:10]([C:8]4[CH:7]=[N:6][N:5]([CH2:4][C@H:3]([OH:60])[CH2:2][OH:1])[CH:9]=4)=[C:18]4[C:14]=3[C:15](=[O:20])[N:16]([CH3:19])[CH2:17]4)[C:27]([C:28]([F:31])([F:30])[F:29])=[CH:26][N:25]=2)=[C:34]([O:48][CH3:49])[CH:35]=1)(=[O:45])[O:42][CH2:43][CH3:44])[CH3:41], predict the reactants needed to synthesize it. The reactants are: [OH:1][CH2:2][CH2:3][CH2:4][N:5]1[CH:9]=[C:8]([C:10]2[CH:11]=[CH:12][C:13]([NH:21][C:22]3[C:27]([C:28]([F:31])([F:30])[F:29])=[CH:26][N:25]=[C:24]([NH:32][C:33]4[CH:47]=[CH:46][C:36]([CH2:37][P:38](=[O:45])([O:42][CH2:43][CH3:44])[O:39][CH2:40][CH3:41])=[CH:35][C:34]=4[O:48][CH3:49])[N:23]=3)=[C:14]3[C:18]=2[CH2:17][N:16]([CH3:19])[C:15]3=[O:20])[CH:7]=[N:6]1.NC1C=CC(C2C=NN(C[C@H]3COC(C)(C)O3)C=2)=C2C=1C(=[O:60])N(C)C2. (2) Given the product [CH3:19][O:20][C:21]1[CH:22]=[CH:23][C:24]([N+:27]([O-:29])=[O:28])=[CH:25][C:26]=1[O:5][CH2:6][CH2:7][O:8][CH2:9][CH2:10][NH:11][C:12](=[O:13])[O:14][C:15]([CH3:18])([CH3:17])[CH3:16], predict the reactants needed to synthesize it. The reactants are: CS([O:5][CH2:6][CH2:7][O:8][CH2:9][CH2:10][NH:11][C:12]([O:14][C:15]([CH3:18])([CH3:17])[CH3:16])=[O:13])(=O)=O.[CH3:19][O:20][C:21]1[CH:26]=[CH:25][C:24]([N+:27]([O-:29])=[O:28])=[CH:23][C:22]=1O. (3) Given the product [NH2:1][C:2]1[N:7]=[C:6]([C:8]2[NH:12][C:11]([C:13]3[CH:18]=[C:17]([Cl:19])[CH:16]=[CH:15][C:14]=3[CH3:20])=[C:10]([C:21]([NH:25][CH3:24])=[O:23])[CH:9]=2)[CH:5]=[CH:4][N:3]=1, predict the reactants needed to synthesize it. The reactants are: [NH2:1][C:2]1[N:7]=[C:6]([C:8]2[NH:12][C:11]([C:13]3[CH:18]=[C:17]([Cl:19])[CH:16]=[CH:15][C:14]=3[CH3:20])=[C:10]([C:21]([OH:23])=O)[CH:9]=2)[CH:5]=[CH:4][N:3]=1.[CH3:24][N:25](C=O)C.C1COCC1.C1COCC1.CCN=C=NCCCN(C)C.Cl.C1C=CC2N(O)N=NC=2C=1. (4) Given the product [CH3:1][CH2:2][CH:3]([C:5]1[CH:6]=[C:7]([N+:21]([O-:23])=[O:22])[CH:8]=[C:9]([N+:18]([O-:20])=[O:19])[C:10]=1[O:11][C:12]([CH:34]=[C:35]([CH3:36])[CH3:30])=[O:14])[CH3:4], predict the reactants needed to synthesize it. The reactants are: [CH3:1][CH2:2][CH:3]([C:5]1[C:10]([O:11][C:12]([O:14]C(C)C)=O)=[C:9]([N+:18]([O-:20])=[O:19])[CH:8]=[C:7]([N+:21]([O-:23])=[O:22])[CH:6]=1)[CH3:4].C/C=C/C(O[C:30]1[C:35]([CH2:36]CCCCC(C)C)=[CH:34]C([N+]([O-])=O)=CC=1[N+]([O-])=O)=O.CCCCCCC(C1C=C([N+]([O-])=O)C(OC(/C=C/C)=O)=C([N+]([O-])=O)C=1)C.CC(CCCCCC1C(OC(OC)=O)=C([N+]([O-])=O)C=C([N+]([O-])=O)C=1)C.CCCC(C1C(OC(OC(C)C)=O)=C([N+]([O-])=O)C=C([N+]([O-])=O)C=1)C.CCCCCCC(C1C(OC(SC)=O)=C([N+]([O-])=O)C=C([N+]([O-])=O)C=1)C.CCOC(OC1C(C(C)(C)C)=CC([N+]([O-])=O)=CC=1[N+]([O-])=O)=O.CC1C(O)=C([N+]([O-])=O)C=C([N+]([O-])=O)C=1. (5) Given the product [Si:1]([O:18][CH2:19][C:20]1[CH:21]=[C:22]([C:27]2[CH:28]=[CH:29][C:30]([F:33])=[CH:31][CH:32]=2)[C:23](=[O:26])[N:24]([CH:35]2[CH2:36][CH2:37][CH2:38][CH2:39][O:34]2)[N:25]=1)([C:14]([CH3:17])([CH3:15])[CH3:16])([C:2]1[CH:7]=[CH:6][CH:5]=[CH:4][CH:3]=1)[C:8]1[CH:9]=[CH:10][CH:11]=[CH:12][CH:13]=1, predict the reactants needed to synthesize it. The reactants are: [Si:1]([O:18][CH2:19][C:20]1[CH:21]=[C:22]([C:27]2[CH:32]=[CH:31][C:30]([F:33])=[CH:29][CH:28]=2)[C:23](=[O:26])[NH:24][N:25]=1)([C:14]([CH3:17])([CH3:16])[CH3:15])([C:8]1[CH:13]=[CH:12][CH:11]=[CH:10][CH:9]=1)[C:2]1[CH:7]=[CH:6][CH:5]=[CH:4][CH:3]=1.[O:34]1[CH:39]=[CH:38][CH2:37][CH2:36][CH2:35]1.CC1C=CC(S([O-])(=O)=O)=CC=1.C1C=C[NH+]=CC=1.C([O-])(O)=O.[Na+]. (6) Given the product [NH2:36][C:21]1([C:19]([NH:18][CH:10]([C:11]2[CH:12]=[CH:13][C:14]([Cl:17])=[CH:15][CH:16]=2)[CH2:9][NH2:8])=[O:20])[CH2:22][CH2:23][N:24]([C:27]2[C:28]3[CH:35]=[CH:34][NH:33][C:29]=3[N:30]=[CH:31][N:32]=2)[CH2:25][CH2:26]1, predict the reactants needed to synthesize it. The reactants are: FC(F)(F)C(O)=O.[NH2:8][CH2:9][CH:10]([NH:18][C:19]([C:21]1([NH:36]C(=O)OC(C)(C)C)[CH2:26][CH2:25][N:24]([C:27]2[C:28]3[CH:35]=[CH:34][NH:33][C:29]=3[N:30]=[CH:31][N:32]=2)[CH2:23][CH2:22]1)=[O:20])[C:11]1[CH:16]=[CH:15][C:14]([Cl:17])=[CH:13][CH:12]=1. (7) Given the product [CH3:1][O:2][C:3]1[C:13]([O:14][CH3:15])=[CH:12][C:6]2[CH2:7][CH2:8][N:9]([C:24](=[O:25])[CH2:23][CH2:22][CH2:21][OH:26])[CH2:10][CH2:11][C:5]=2[CH:4]=1, predict the reactants needed to synthesize it. The reactants are: [CH3:1][O:2][C:3]1[C:13]([O:14][CH3:15])=[CH:12][C:6]2[CH2:7][CH2:8][NH:9][CH2:10][CH2:11][C:5]=2[CH:4]=1.C([Li])CCC.[C:21]1(=[O:26])[O:25][CH2:24][CH2:23][CH2:22]1.[Cl-].[NH4+].